This data is from Full USPTO retrosynthesis dataset with 1.9M reactions from patents (1976-2016). The task is: Predict the reactants needed to synthesize the given product. Given the product [NH2:19][C:3]1[CH:4]=[C:5]([CH:17]=[CH:18][C:2]=1[F:1])[CH:6]=[C:7]1[C:15]2[C:10](=[CH:11][CH:12]=[CH:13][CH:14]=2)[C:9](=[O:16])[O:8]1, predict the reactants needed to synthesize it. The reactants are: [F:1][C:2]1[CH:18]=[CH:17][C:5]([CH:6]=[C:7]2[C:15]3[C:10](=[CH:11][CH:12]=[CH:13][CH:14]=3)[C:9](=[O:16])[O:8]2)=[CH:4][C:3]=1[N+:19]([O-])=O.[Cl-].[NH4+].